Dataset: Catalyst prediction with 721,799 reactions and 888 catalyst types from USPTO. Task: Predict which catalyst facilitates the given reaction. (1) Reactant: [F:1][C:2]([F:25])([F:24])[C:3]1[CH:11]=[C:10]2[C:6](/[C:7](=[CH:13]/[C:14]3[NH:18][C:17]([CH3:19])=[C:16]([C:20](O)=[O:21])[C:15]=3[CH3:23])/[C:8](=[O:12])[NH:9]2)=[CH:5][CH:4]=1.Cl.C(N=C=NCCCN(C)C)C.OC1C2N=NNC=2C=CC=1.C(N(CC)CC)C.[NH2:55][C:56]1[CH:61]=[CH:60][CH:59]=[CH:58][C:57]=1[NH:62][C:63](=[O:74])[C:64]1[CH:69]=[CH:68][C:67]([NH:70][CH2:71][CH2:72][NH2:73])=[N:66][CH:65]=1. Product: [NH2:55][C:56]1[CH:61]=[CH:60][CH:59]=[CH:58][C:57]=1[NH:62][C:63](=[O:74])[C:64]1[CH:69]=[CH:68][C:67]([NH:70][CH2:71][CH2:72][NH:73][C:20]([C:16]2[C:15]([CH3:23])=[C:14](/[CH:13]=[C:7]3\[C:8](=[O:12])[NH:9][C:10]4[C:6]\3=[CH:5][CH:4]=[C:3]([C:2]([F:25])([F:1])[F:24])[CH:11]=4)[NH:18][C:17]=2[CH3:19])=[O:21])=[N:66][CH:65]=1. The catalyst class is: 650. (2) Product: [C:1]([O:5][C:6]([NH:8][C:9]1[C:10]2[C:11]3[C:12](=[N:24][N:25]([CH2:27][C:28]4[C:33]([CH3:34])=[C:32]([O:35][CH3:36])[C:31]([CH3:37])=[CH:30][N:29]=4)[N:26]=2)[CH:13]=[C:14]([C:19]([OH:21])=[O:20])[C:15]=3[CH2:16][S:17][N:18]=1)=[O:7])([CH3:4])([CH3:3])[CH3:2]. Reactant: [C:1]([O:5][C:6]([N:8](C(OC(C)(C)C)=O)[C:9]1[C:10]2[C:11]3[C:12](=[N:24][N:25]([CH2:27][C:28]4[C:33]([CH3:34])=[C:32]([O:35][CH3:36])[C:31]([CH3:37])=[CH:30][N:29]=4)[N:26]=2)[CH:13]=[C:14]([C:19]([O:21]CC)=[O:20])[C:15]=3[CH2:16][S:17][N:18]=1)=[O:7])([CH3:4])([CH3:3])[CH3:2].[OH-].[Na+].Cl. The catalyst class is: 5. (3) Reactant: C([O:3][C:4](=[O:39])[CH2:5][O:6][C:7]1[C:16]2[C:11](=[CH:12][CH:13]=[CH:14][CH:15]=2)[C:10]([N:17]([CH3:38])[CH:18]([C:21]2[C:22]([CH3:37])=[N:23][C:24]([C:27]3[CH:32]=[CH:31][CH:30]=[C:29]([C:33]([F:36])([F:35])[F:34])[CH:28]=3)=[CH:25][CH:26]=2)[CH2:19][CH3:20])=[CH:9][CH:8]=1)C.[OH-].[Na+].Cl. Product: [CH3:38][N:17]([CH:18]([C:21]1[C:22]([CH3:37])=[N:23][C:24]([C:27]2[CH:32]=[CH:31][CH:30]=[C:29]([C:33]([F:34])([F:36])[F:35])[CH:28]=2)=[CH:25][CH:26]=1)[CH2:19][CH3:20])[C:10]1[C:11]2[C:16](=[CH:15][CH:14]=[CH:13][CH:12]=2)[C:7]([O:6][CH2:5][C:4]([OH:39])=[O:3])=[CH:8][CH:9]=1. The catalyst class is: 242. (4) Reactant: Cl.[CH2:2]([N:9]1[CH:13]=[C:12]([C:14]([NH:16][CH2:17][C:18]2[CH:23]=[CH:22][C:21]([C:24](=[NH:26])[NH2:25])=[CH:20][CH:19]=2)=[O:15])[CH:11]=[N:10]1)[C:3]1[CH:8]=[CH:7][CH:6]=[CH:5][CH:4]=1.C(=O)([O-])[O-].[K+].[K+].Cl[C:34]([O:36][CH3:37])=[O:35]. Product: [NH2:26]/[C:24](=[N:25]\[C:34](=[O:35])[O:36][CH3:37])/[C:21]1[CH:20]=[CH:19][C:18]([CH2:17][NH:16][C:14]([C:12]2[CH:11]=[N:10][N:9]([CH2:2][C:3]3[CH:8]=[CH:7][CH:6]=[CH:5][CH:4]=3)[CH:13]=2)=[O:15])=[CH:23][CH:22]=1. The catalyst class is: 132. (5) The catalyst class is: 7. Reactant: [Cl:1][C:2]1[CH:7]=[CH:6][CH:5]=[C:4]([Cl:8])[C:3]=1[CH:9]1[O:13][C:12](=[O:14])[CH:11]([CH2:15][C:16]2[CH:21]=[CH:20][C:19]([N:22]3[C:31](=[O:32])[C:30]4[C:25](=[CH:26][CH:27]=[CH:28][CH:29]=4)[N:24]([CH3:33])[C:23]3=[O:34])=[CH:18][CH:17]=2)[CH2:10]1.[OH2:35].[OH-].[Li+]. Product: [Cl:1][C:2]1[CH:7]=[CH:6][CH:5]=[C:4]([Cl:8])[C:3]=1[CH:9]([OH:13])[CH2:10][CH:11]([CH2:15][C:16]1[CH:21]=[CH:20][C:19]([N:22]2[C:31](=[O:32])[C:30]3[C:25](=[CH:26][CH:27]=[CH:28][CH:29]=3)[N:24]([CH3:33])[C:23]2=[O:34])=[CH:18][CH:17]=1)[C:12]([OH:35])=[O:14]. (6) Reactant: [CH2:1]([O:3][C:4]([C:6]1[CH:7]=[N:8][N:9]([C:11]2[N:15](COCCOC)[C:14]3[CH:22]=[C:23]([Cl:36])[C:24]([S:26]([C:29]4[CH:34]=[CH:33][C:32]([Cl:35])=[CH:31][CH:30]=4)(=[O:28])=[O:27])=[CH:25][C:13]=3[N:12]=2)[CH:10]=1)=[O:5])[CH3:2].CCO.Cl. Product: [CH2:1]([O:3][C:4]([C:6]1[CH:7]=[N:8][N:9]([C:11]2[NH:15][C:14]3[CH:22]=[C:23]([Cl:36])[C:24]([S:26]([C:29]4[CH:34]=[CH:33][C:32]([Cl:35])=[CH:31][CH:30]=4)(=[O:27])=[O:28])=[CH:25][C:13]=3[N:12]=2)[CH:10]=1)=[O:5])[CH3:2]. The catalyst class is: 12. (7) Reactant: [Br:1][C:2]1[C:7]([N+:8]([O-:10])=[O:9])=[CH:6][C:5]([OH:11])=[C:4]([F:12])[CH:3]=1.C(=O)([O-])[O-].[K+].[K+].[CH3:19][O:20][CH2:21][CH2:22]Br. Product: [Br:1][C:2]1[CH:3]=[C:4]([F:12])[C:5]([O:11][CH2:22][CH2:21][O:20][CH3:19])=[CH:6][C:7]=1[N+:8]([O-:10])=[O:9]. The catalyst class is: 3. (8) Reactant: C(OC([N:8]1[CH2:13][CH2:12][N:11]([C:14]2[C:19]([F:20])=[CH:18][C:17]([F:21])=[CH:16][N:15]=2)[CH2:10][CH2:9]1)=O)(C)(C)C.Cl. Product: [F:20][C:19]1[C:14]([N:11]2[CH2:12][CH2:13][NH:8][CH2:9][CH2:10]2)=[N:15][CH:16]=[C:17]([F:21])[CH:18]=1. The catalyst class is: 12. (9) Reactant: C(N(CC)C(C)C)(C)C.[CH:10]1([C:13]([OH:15])=O)[CH2:12][CH2:11]1.[Cl-].ClC1N(C)CC[NH+]1C.Cl.[NH2:26][CH2:27][CH2:28][N:29]1[CH:33]=[C:32]([C:34]2[CH:35]=[C:36]([NH:41][C:42]3[N:47]=[C:46]([CH:48]([F:50])[F:49])[CH:45]=[CH:44][N:43]=3)[CH:37]=[C:38]([CH3:40])[CH:39]=2)[CH:31]=[N:30]1. Product: [F:50][CH:48]([F:49])[C:46]1[CH:45]=[CH:44][N:43]=[C:42]([NH:41][C:36]2[CH:35]=[C:34]([C:32]3[CH:31]=[N:30][N:29]([CH2:28][CH2:27][NH:26][C:13]([CH:10]4[CH2:12][CH2:11]4)=[O:15])[CH:33]=3)[CH:39]=[C:38]([CH3:40])[CH:37]=2)[N:47]=1. The catalyst class is: 4. (10) Reactant: CO[C:3]([C:5]1[N:6]=[CH:7][C:8]2[C:9](=[O:27])[N:10]([CH2:16][C:17]3[CH:22]=[CH:21][C:20]([O:23][CH3:24])=[CH:19][C:18]=3[O:25][CH3:26])[CH:11]=[CH:12][C:13]=2[C:14]=1[OH:15])=[O:4].[CH3:28][O:29][CH2:30][CH2:31][NH2:32].CC(O)=O.O. Product: [CH3:28][O:29][CH2:30][CH2:31][NH:32][C:3]([C:5]1[N:6]=[CH:7][C:8]2[C:9](=[O:27])[N:10]([CH2:16][C:17]3[CH:22]=[CH:21][C:20]([O:23][CH3:24])=[CH:19][C:18]=3[O:25][CH3:26])[CH:11]=[CH:12][C:13]=2[C:14]=1[OH:15])=[O:4]. The catalyst class is: 14.